Dataset: Forward reaction prediction with 1.9M reactions from USPTO patents (1976-2016). Task: Predict the product of the given reaction. (1) Given the reactants [Cl:1][C:2]1[CH:3]=[C:4]([CH:7]=[CH:8][C:9]=1[CH3:10])[C:5]#[N:6].C1C(=O)N([Br:18])C(=O)C1, predict the reaction product. The product is: [Br:18][CH2:10][C:9]1[CH:8]=[CH:7][C:4]([C:5]#[N:6])=[CH:3][C:2]=1[Cl:1]. (2) Given the reactants [Br:1][C:2]1[CH:7]=[CH:6][C:5]([C:8]2[O:12][N:11]=[C:10]([CH3:13])[C:9]=2[CH:14]2[CH2:16][O:15]2)=[CH:4][CH:3]=1.[F:17][C:18]([F:28])([F:27])[C:19]1[CH:20]=[C:21]([CH2:25][SH:26])[CH:22]=[CH:23][CH:24]=1, predict the reaction product. The product is: [Br:1][C:2]1[CH:7]=[CH:6][C:5]([C:8]2[O:12][N:11]=[C:10]([CH3:13])[C:9]=2[CH:14]([OH:15])[CH2:16][S:26][CH2:25][C:21]2[CH:22]=[CH:23][CH:24]=[C:19]([C:18]([F:17])([F:27])[F:28])[CH:20]=2)=[CH:4][CH:3]=1. (3) Given the reactants [C:1]([O:5][C:6](=[O:44])[CH2:7][CH:8]([NH:23][C:24](=[O:43])[CH2:25][CH2:26][CH2:27][CH2:28][CH2:29][CH2:30][CH2:31][CH2:32][CH2:33][CH2:34][NH:35][C:36]([O:38][C:39]([CH3:42])([CH3:41])[CH3:40])=[O:37])[CH:9]([OH:22])[CH2:10][O:11][C:12]1[C:17]([F:18])=[C:16]([F:19])[CH:15]=[C:14]([F:20])[C:13]=1[F:21])([CH3:4])([CH3:3])[CH3:2].CC(OI1(OC(C)=O)(OC(C)=O)OC(=O)C2C=CC=CC1=2)=O.C([O-])(O)=O.[Na+], predict the reaction product. The product is: [C:1]([O:5][C:6](=[O:44])[CH2:7][CH:8]([NH:23][C:24](=[O:43])[CH2:25][CH2:26][CH2:27][CH2:28][CH2:29][CH2:30][CH2:31][CH2:32][CH2:33][CH2:34][NH:35][C:36]([O:38][C:39]([CH3:42])([CH3:41])[CH3:40])=[O:37])[C:9](=[O:22])[CH2:10][O:11][C:12]1[C:17]([F:18])=[C:16]([F:19])[CH:15]=[C:14]([F:20])[C:13]=1[F:21])([CH3:4])([CH3:2])[CH3:3]. (4) The product is: [C:10]1([CH3:20])[CH:15]=[CH:14][C:13]([S:16]([N:1]2[C:9]3=[N:8][CH:7]=[CH:6][CH:5]=[C:4]3[CH:3]=[CH:2]2)(=[O:18])=[O:17])=[CH:12][CH:11]=1. Given the reactants [NH:1]1[C:9]2[C:4](=[CH:5][CH:6]=[CH:7][N:8]=2)[CH:3]=[CH:2]1.[C:10]1([CH3:20])[CH:15]=[CH:14][C:13]([S:16](Cl)(=[O:18])=[O:17])=[CH:12][CH:11]=1.S([O-])([O-])(=O)=O.C([N+](CCCC)(CCCC)CCCC)CCC.C([N+](CCCC)(CCCC)CCCC)CCC.[OH-].[Na+], predict the reaction product. (5) Given the reactants [Cl:1][C:2]1[C:28]([CH2:29][CH2:30][OH:31])=[CH:27][CH:26]=[CH:25][C:3]=1[CH2:4][N:5]1[CH2:24][CH2:23][C:8]2([O:13][CH2:12][CH2:11][N:10]([C:14]([C:16]3[N:17]=[C:18]([CH2:21][CH3:22])[S:19][CH:20]=3)=[O:15])[CH2:9]2)[CH2:7][CH2:6]1.[C:32]([O:36][C:37]([CH3:40])([CH3:39])[CH3:38])(=[O:35])[CH:33]=[CH2:34], predict the reaction product. The product is: [CH3:27][CH2:28][CH2:2][CH:3]([CH3:25])[CH3:4].[Cl:1][C:2]1[C:3]([CH2:4][N:5]2[CH2:6][CH2:7][C:8]3([O:13][CH2:12][CH2:11][N:10]([C:14]([C:16]4[N:17]=[C:18]([CH2:21][CH3:22])[S:19][CH:20]=4)=[O:15])[CH2:9]3)[CH2:23][CH2:24]2)=[CH:25][CH:26]=[CH:27][C:28]=1[CH2:29][CH2:30][O:31][CH2:34][CH2:33][C:32]([O:36][C:37]([CH3:40])([CH3:39])[CH3:38])=[O:35]. (6) Given the reactants [CH2:1]([O:3][C:4]([CH2:6][CH2:7][NH:8][C:9](=[O:20])[NH:10][C:11]1[CH:12]=[C:13]([CH:17]=[CH:18][CH:19]=1)[C:14]([OH:16])=O)=[O:5])[CH3:2].Cl.[NH:22]1[C:26]2([CH2:31][CH2:30][NH:29][CH2:28][CH2:27]2)[CH2:25][NH:24]/[C:23]/1=[N:32]\[C:33]([C:35]1[C:40]([NH2:41])=[N:39][C:38]([NH2:42])=[C:37]([Cl:43])[N:36]=1)=[O:34], predict the reaction product. The product is: [CH2:1]([O:3][C:4](=[O:5])[CH2:6][CH2:7][NH:8][C:9]([NH:10][C:11]1[CH:19]=[CH:18][CH:17]=[C:13]([C:14]([N:29]2[CH2:30][CH2:31][C:26]3([NH:22]/[C:23](=[N:32]/[C:33]([C:35]4[C:40]([NH2:41])=[N:39][C:38]([NH2:42])=[C:37]([Cl:43])[N:36]=4)=[O:34])/[NH:24][CH2:25]3)[CH2:27][CH2:28]2)=[O:16])[CH:12]=1)=[O:20])[CH3:2]. (7) Given the reactants [CH3:1][CH:2]([CH3:35])/[CH:3]=[CH:4]/[S:5]([C:8]1[CH:13]=[CH:12][C:11]([C:14]2[CH:19]=[CH:18][CH:17]=[C:16]([CH2:20][NH:21][C:22]([C:24]3[NH:33][C:32](=[O:34])[C:31]4[C:26](=[CH:27][CH:28]=[CH:29][CH:30]=4)[N:25]=3)=[O:23])[CH:15]=2)=[CH:10][CH:9]=1)(=[O:7])=[O:6].C[Si](C)(C)[O:38][NH2:39], predict the reaction product. The product is: [OH:38][NH:39][CH:3]([CH:2]([CH3:35])[CH3:1])[CH2:4][S:5]([C:8]1[CH:9]=[CH:10][C:11]([C:14]2[CH:19]=[CH:18][CH:17]=[C:16]([CH2:20][NH:21][C:22]([C:24]3[NH:33][C:32](=[O:34])[C:31]4[C:26](=[CH:27][CH:28]=[CH:29][CH:30]=4)[N:25]=3)=[O:23])[CH:15]=2)=[CH:12][CH:13]=1)(=[O:6])=[O:7]. (8) Given the reactants [Si]([O:8][C@@H:9]1[C:24]([CH3:26])([CH3:25])[C:23](=[O:27])[C@H:22]([CH3:28])[C@@H:21]([O:29][Si](C(C)(C)C)(C)C)[C@@H:20]([CH3:37])[CH2:19][CH2:18][CH2:17][CH:16]=[CH:15][CH2:14][C@@H:13](/[C:38](/[CH3:46])=[CH:39]/[C:40]2[N:41]=[C:42]([CH3:45])[S:43][CH:44]=2)[O:12][C:11](=[O:47])[CH2:10]1)(C(C)(C)C)(C)C, predict the reaction product. The product is: [CH3:45][C:42]1[S:43][CH:44]=[C:40](/[CH:39]=[C:38](/[C@H:13]2[O:12][C:11](=[O:47])[CH2:10][C@H:9]([OH:8])[C:24]([CH3:26])([CH3:25])[C:23](=[O:27])[C@H:22]([CH3:28])[C@@H:21]([OH:29])[C@@H:20]([CH3:37])[CH2:19][CH2:18][CH2:17][CH:16]=[CH:15][CH2:14]2)\[CH3:46])[N:41]=1.